Dataset: Reaction yield outcomes from USPTO patents with 853,638 reactions. Task: Predict the reaction yield, written as a fraction of the theoretical maximum amount of product (1.0 means a 100% yield; for example, 0.34 means a 34% yield). (1) The reactants are C([N:3](CC)CC)C.[OH:8][CH:9]([CH2:28][C:29]1[CH:34]=[CH:33][CH:32]=[CH:31][CH:30]=1)/[CH:10]=[CH:11]/[C@H:12]1[CH2:17][CH2:16][CH2:15][C:14](=[O:18])[N:13]1[CH2:19][CH2:20][CH2:21][CH2:22][CH2:23][CH2:24][C:25](O)=[O:26].ClC(OCC)=O.N. The catalyst is C(Cl)Cl.CCOC(C)=O. The product is [OH:8][CH:9]([CH2:28][C:29]1[CH:34]=[CH:33][CH:32]=[CH:31][CH:30]=1)/[CH:10]=[CH:11]/[C@H:12]1[CH2:17][CH2:16][CH2:15][C:14](=[O:18])[N:13]1[CH2:19][CH2:20][CH2:21][CH2:22][CH2:23][CH2:24][C:25]([NH2:3])=[O:26]. The yield is 0.310. (2) The reactants are [F:1][C:2]1[CH:3]=[C:4]([NH:9][C:10]([C:12]2[CH:13]=[C:14]([S:19](Cl)(=[O:21])=[O:20])[CH:15]=[CH:16][C:17]=2[F:18])=[O:11])[CH:5]=[CH:6][C:7]=1[F:8].CCN(CC)CC.[NH2:30][N:31]1[CH2:36][CH2:35][O:34][CH2:33][CH2:32]1. No catalyst specified. The product is [F:1][C:2]1[CH:3]=[C:4]([NH:9][C:10](=[O:11])[C:12]2[CH:13]=[C:14]([S:19](=[O:21])(=[O:20])[NH:30][N:31]3[CH2:36][CH2:35][O:34][CH2:33][CH2:32]3)[CH:15]=[CH:16][C:17]=2[F:18])[CH:5]=[CH:6][C:7]=1[F:8]. The yield is 0.480.